The task is: Predict the product of the given reaction.. This data is from Forward reaction prediction with 1.9M reactions from USPTO patents (1976-2016). (1) Given the reactants Cl[C:2]1[CH:9]=[CH:8][C:5]([C:6]#[N:7])=[CH:4][C:3]=1[N+:10]([O-:12])=[O:11].[CH2:13]([CH2:15][NH2:16])[OH:14], predict the reaction product. The product is: [OH:14][CH2:13][CH2:15][NH:16][C:2]1[CH:9]=[CH:8][C:5]([C:6]#[N:7])=[CH:4][C:3]=1[N+:10]([O-:12])=[O:11]. (2) Given the reactants [Cl:1][C:2]1[CH:3]=[C:4]([CH:23]=[CH:24][CH:25]=1)[N:5](O)[C:6]1[C:15]2[C:10](=[CH:11][CH:12]=[CH:13][C:14]=2[O:16][CH:17]2[CH2:21][CH2:20][O:19][CH2:18]2)[N:9]=[CH:8][N:7]=1.ClC[C:28]1[CH:32]=[C:31]([CH3:33])[O:30][N:29]=1, predict the reaction product. The product is: [Cl:1][C:2]1[CH:3]=[C:4]([CH:23]=[CH:24][C:25]=1[C:28]1[CH:32]=[C:31]([CH3:33])[O:30][N:29]=1)[NH:5][C:6]1[C:15]2[C:10](=[CH:11][CH:12]=[CH:13][C:14]=2[O:16][CH:17]2[CH2:21][CH2:20][O:19][CH2:18]2)[N:9]=[CH:8][N:7]=1. (3) Given the reactants [F:1][C:2]([C:7]1[CH:12]=[CH:11][C:10](I)=[CH:9][CH:8]=1)([F:6])[CH2:3][CH2:4][CH3:5].C([Mg]Cl)(C)C.C1C[O:22][CH2:21]C1, predict the reaction product. The product is: [F:1][C:2]([C:7]1[CH:12]=[CH:11][C:10]([CH:21]=[O:22])=[CH:9][CH:8]=1)([F:6])[CH2:3][CH2:4][CH3:5]. (4) Given the reactants [Cl:1][C:2]1[CH:3]=[C:4]([CH:22]=[CH:23][CH:24]=1)[CH2:5][CH:6]1[C:15]2[CH:14]=[C:13]([OH:16])[CH:12]=[CH:11][C:10]=2[CH2:9][CH2:8][CH:7]1[N:17]1[CH2:21][CH2:20][CH2:19][CH2:18]1.[F:25][C:26]([F:45])([F:44])[S:27](N(C1C=CC=CC=1)[S:27]([C:26]([F:45])([F:44])[F:25])(=[O:29])=[O:28])(=[O:29])=[O:28].C(N(CC)CC)C, predict the reaction product. The product is: [F:25][C:26]([F:45])([F:44])[S:27]([O:16][C:13]1[CH:12]=[CH:11][C:10]2[CH2:9][CH2:8][CH:7]([N:17]3[CH2:21][CH2:20][CH2:19][CH2:18]3)[CH:6]([CH2:5][C:4]3[CH:22]=[CH:23][CH:24]=[C:2]([Cl:1])[CH:3]=3)[C:15]=2[CH:14]=1)(=[O:29])=[O:28]. (5) Given the reactants C([O:8][C:9]1[CH:14]=[CH:13][C:12]([CH:15]([NH:22][C:23](=[O:54])[CH2:24][C:25]2[CH:26]=[CH:27][C:28]3[O:32][C:31]([CH:33]([C:46]4[C:47]([CH3:52])=[N:48][O:49][C:50]=4[CH3:51])[N:34]4[CH2:37][CH:36]([NH:38][C:39](=[O:45])[O:40][C:41]([CH3:44])([CH3:43])[CH3:42])[CH2:35]4)=[CH:30][C:29]=3[CH:53]=2)[C:16]2[CH:21]=[CH:20][CH:19]=[CH:18][CH:17]=2)=[C:11]([CH3:55])[CH:10]=1)C1C=CC=CC=1, predict the reaction product. The product is: [CH3:52][C:47]1[C:46]([CH:33]([C:31]2[O:32][C:28]3[CH:27]=[CH:26][C:25]([CH2:24][C:23]([NH:22][CH:15]([C:12]4[CH:13]=[CH:14][C:9]([OH:8])=[CH:10][C:11]=4[CH3:55])[C:16]4[CH:21]=[CH:20][CH:19]=[CH:18][CH:17]=4)=[O:54])=[CH:53][C:29]=3[CH:30]=2)[N:34]2[CH2:37][CH:36]([NH:38][C:39](=[O:45])[O:40][C:41]([CH3:44])([CH3:43])[CH3:42])[CH2:35]2)=[C:50]([CH3:51])[O:49][N:48]=1. (6) The product is: [CH3:1][C:2]1[N:7]=[C:6]([S:8][CH2:19][C:20]2[CH:25]=[CH:24][N:23]=[CH:22][CH:21]=2)[N:5]=[C:4]([OH:9])[CH:3]=1. Given the reactants [CH3:1][C:2]1[N:7]=[C:6]([SH:8])[N:5]=[C:4]([OH:9])[CH:3]=1.C(N(CC)CC)C.[Br-].Br[CH2:19][C:20]1[CH:25]=[CH:24][NH+:23]=[CH:22][CH:21]=1, predict the reaction product. (7) Given the reactants Br[C:2]1[CH:3]=[C:4]2[C:9](=[CH:10][CH:11]=1)[N:8]=[CH:7][CH:6]=[C:5]2[S:12][C:13]1([C:17]([O:19][CH2:20][CH3:21])=[O:18])[CH2:16][CH2:15][CH2:14]1.[F:22][C:23]1[CH:28]=[CH:27][CH:26]=[CH:25][C:24]=1B(O)O.C(=O)([O-])[O-].[Na+].[Na+].O1CCOCC1, predict the reaction product. The product is: [F:22][C:23]1[CH:28]=[CH:27][CH:26]=[CH:25][C:24]=1[C:2]1[CH:3]=[C:4]2[C:9](=[CH:10][CH:11]=1)[N:8]=[CH:7][CH:6]=[C:5]2[S:12][C:13]1([C:17]([O:19][CH2:20][CH3:21])=[O:18])[CH2:16][CH2:15][CH2:14]1. (8) Given the reactants [H-].[Na+].[CH:3]([C:6]1[NH:7][CH:8]=[CH:9][N:10]=1)([CH3:5])[CH3:4].[Br:11][C:12]1[CH:13]=[N:14][CH:15]=[C:16]([CH2:18]Cl)[CH:17]=1, predict the reaction product. The product is: [Br:11][C:12]1[CH:13]=[N:14][CH:15]=[C:16]([CH2:18][N:7]2[CH:8]=[CH:9][N:10]=[C:6]2[CH:3]([CH3:5])[CH3:4])[CH:17]=1.